Task: Regression. Given a peptide amino acid sequence and an MHC pseudo amino acid sequence, predict their binding affinity value. This is MHC class II binding data.. Dataset: Peptide-MHC class II binding affinity with 134,281 pairs from IEDB (1) The peptide sequence is QIRMAKLLGRDPEQS. The MHC is DRB1_0802 with pseudo-sequence DRB1_0802. The binding affinity (normalized) is 0.391. (2) The peptide sequence is GRLQIVDKIDAAFKI. The MHC is DRB1_0404 with pseudo-sequence DRB1_0404. The binding affinity (normalized) is 0.572. (3) The peptide sequence is DIYNYMEPYVSKVDP. The MHC is HLA-DPA10201-DPB10101 with pseudo-sequence HLA-DPA10201-DPB10101. The binding affinity (normalized) is 0. (4) The peptide sequence is TEAEDVIPEGWKADTSYESK. The MHC is DRB1_1101 with pseudo-sequence DRB1_1101. The binding affinity (normalized) is 0. (5) The peptide sequence is DEELLKAVRIIKILYQSNP. The MHC is HLA-DQA10301-DQB10302 with pseudo-sequence HLA-DQA10301-DQB10302. The binding affinity (normalized) is 0.0653. (6) The peptide sequence is VPEKYTIGATYAPEE. The MHC is DRB1_0301 with pseudo-sequence DRB1_0301. The binding affinity (normalized) is 0. (7) The binding affinity (normalized) is 0.146. The MHC is DRB1_1101 with pseudo-sequence DRB1_1101. The peptide sequence is VSWVMKIGIGVLLTW. (8) The peptide sequence is AFKVAATAAHAAPAN. The MHC is HLA-DPA10103-DPB10301 with pseudo-sequence HLA-DPA10103-DPB10301. The binding affinity (normalized) is 0.819. (9) The peptide sequence is QQIKFAALSARAVAL. The MHC is DRB1_0101 with pseudo-sequence DRB1_0101. The binding affinity (normalized) is 0.803. (10) The peptide sequence is EKKYFAATQFEPLAN. The MHC is DRB1_0101 with pseudo-sequence DRB1_0101. The binding affinity (normalized) is 0.569.